From a dataset of Cav3 T-type calcium channel HTS with 100,875 compounds. Binary Classification. Given a drug SMILES string, predict its activity (active/inactive) in a high-throughput screening assay against a specified biological target. (1) The drug is S(=O)(=O)(N1CCCc2c1cccc2)c1ccc(C(=O)Nc2sc3CC(CCc3n2)C)cc1. The result is 0 (inactive). (2) The result is 0 (inactive). The drug is Fc1ccc(N2CCN(CC2)CCCNC(=O)CN2CCN(C2=O)Cc2ccc(cc2)C)cc1. (3) The molecule is O(c1c(OC)cc(cc1)CO)c1n(nnn1)c1ccc(cc1)C(=O)N. The result is 0 (inactive). (4) The compound is Brc1ccc(N(C2CS(=O)(=O)C=C2)C(=O)c2oc(Br)cc2)cc1. The result is 0 (inactive). (5) The molecule is O=C(Nc1c(N)cccc1)c1ccccc1. The result is 0 (inactive). (6) The drug is S1C(NN=C1c1ccc(cc1)C)C(O)C(O)C(O)C(O)C. The result is 0 (inactive).